From a dataset of Forward reaction prediction with 1.9M reactions from USPTO patents (1976-2016). Predict the product of the given reaction. (1) Given the reactants [CH:1]1([CH:7]2[CH2:12][CH2:11][CH2:10][NH:9][CH2:8]2)[CH2:6][CH2:5][CH2:4][CH2:3][CH2:2]1.C1(C2CCCNC2)C=CC=CC=1.[CH:25]([C:27]1[CH:42]=[CH:41][C:30]([O:31][C:32]2[CH:40]=[CH:39][C:35]([C:36]([NH2:38])=[O:37])=[CH:34][N:33]=2)=[CH:29][CH:28]=1)=O.C(O[BH-](OC(=O)C)OC(=O)C)(=O)C.[Na+].C(O)(=O)C.[Cl:61]CCCl, predict the reaction product. The product is: [ClH:61].[CH:1]1([CH:7]2[CH2:12][CH2:11][CH2:10][N:9]([CH2:25][C:27]3[CH:42]=[CH:41][C:30]([O:31][C:32]4[CH:40]=[CH:39][C:35]([C:36]([NH2:38])=[O:37])=[CH:34][N:33]=4)=[CH:29][CH:28]=3)[CH2:8]2)[CH2:2][CH2:3][CH2:4][CH2:5][CH2:6]1. (2) Given the reactants [CH3:1][O:2][C:3]1[CH:4]=[CH:5][CH:6]=[C:7]2[C:11]=1[N:10]([CH2:12][CH2:13][CH2:14][N:15]1[CH2:20][CH2:19][CH:18]([O:21][CH2:22][CH2:23][CH3:24])[CH2:17][CH2:16]1)[CH:9]=[C:8]2[C:25](=O)[CH3:26].N(C)C, predict the reaction product. The product is: [CH2:25]([C:8]1[C:7]2[C:11](=[C:3]([O:2][CH3:1])[CH:4]=[CH:5][CH:6]=2)[N:10]([CH2:12][CH2:13][CH2:14][N:15]2[CH2:16][CH2:17][CH:18]([O:21][CH2:22][CH2:23][CH3:24])[CH2:19][CH2:20]2)[CH:9]=1)[CH3:26]. (3) Given the reactants CN(C)C[CH2:4][CH:5]([N:12]1[CH:16]=[C:15]([NH2:17])[CH:14]=[N:13]1)[C:6]1[CH:11]=[CH:10]C=[CH:8][CH:7]=1.[O:19]1CCC(C(O)C)CC1, predict the reaction product. The product is: [O:19]1[CH2:10][CH2:11][CH:6]([CH:5]([N:12]2[CH:16]=[C:15]([NH2:17])[CH:14]=[N:13]2)[CH3:4])[CH2:7][CH2:8]1.